This data is from Peptide-MHC class I binding affinity with 185,985 pairs from IEDB/IMGT. The task is: Regression. Given a peptide amino acid sequence and an MHC pseudo amino acid sequence, predict their binding affinity value. This is MHC class I binding data. The MHC is Mamu-A01 with pseudo-sequence Mamu-A01. The peptide sequence is LTALGMSLN. The binding affinity (normalized) is 0.200.